From a dataset of Reaction yield outcomes from USPTO patents with 853,638 reactions. Predict the reaction yield, written as a fraction of the theoretical maximum amount of product (1.0 means a 100% yield; for example, 0.34 means a 34% yield). (1) The reactants are [Cl-].O[NH3+:3].[C:4](=[O:7])([O-])[OH:5].[Na+].CS(C)=O.[CH2:13]([C:17]1[N:18]=[C:19]([CH3:47])[N:20]([C:39]2[CH:44]=[C:43]([Cl:45])[CH:42]=[C:41]([Cl:46])[CH:40]=2)[C:21](=[O:38])[C:22]=1[CH2:23][C:24]1[CH:29]=[CH:28][C:27]([C:30]2[C:31]([C:36]#[N:37])=[CH:32][CH:33]=[CH:34][CH:35]=2)=[CH:26][CH:25]=1)[CH2:14][CH2:15][CH3:16]. The catalyst is O.C(OCC)(=O)C. The product is [CH2:13]([C:17]1[N:18]=[C:19]([CH3:47])[N:20]([C:39]2[CH:40]=[C:41]([Cl:46])[CH:42]=[C:43]([Cl:45])[CH:44]=2)[C:21](=[O:38])[C:22]=1[CH2:23][C:24]1[CH:25]=[CH:26][C:27]([C:30]2[CH:35]=[CH:34][CH:33]=[CH:32][C:31]=2[C:36]2[NH:3][C:4](=[O:7])[O:5][N:37]=2)=[CH:28][CH:29]=1)[CH2:14][CH2:15][CH3:16]. The yield is 0.0500. (2) The reactants are [C:1]1(B(O)O)[CH:6]=[CH:5][CH:4]=[CH:3][CH:2]=1.N1C=CC=CC=1.[C:16]([O:20][C:21]([NH:23][C@@H:24]([CH2:29][C:30]1[N:31]=[CH:32][NH:33][CH:34]=1)[C:25]([O:27][CH3:28])=[O:26])=[O:22])([CH3:19])([CH3:18])[CH3:17].C(N(CC(O)=O)CC(O)=O)CN(CC(O)=O)CC(O)=O. The catalyst is ClCCl.C(=O)(O)[O-].[Na+].C([O-])(=O)C.[Cu+2].C([O-])(=O)C. The product is [C:16]([O:20][C:21]([NH:23][C@@H:24]([CH2:29][C:30]1[N:31]=[CH:32][N:33]([C:1]2[CH:6]=[CH:5][CH:4]=[CH:3][CH:2]=2)[CH:34]=1)[C:25]([O:27][CH3:28])=[O:26])=[O:22])([CH3:19])([CH3:17])[CH3:18]. The yield is 0.520. (3) The reactants are [O:1]=[C:2]([CH3:21])[CH2:3][C:4]([C@H:6]1[CH2:10][CH2:9][CH2:8][N:7]1[C:11]([O:13][CH2:14][C:15]1[CH:20]=[CH:19][CH:18]=[CH:17][CH:16]=1)=[O:12])=[O:5].[H-].[Na+].[Cl:24][C:25]1[CH:32]=[CH:31][C:28]([CH2:29]Br)=[CH:27][CH:26]=1. The catalyst is C1COCC1. The product is [Cl:24][C:25]1[CH:32]=[CH:31][C:28]([CH2:29][CH:3]([C:2](=[O:1])[CH3:21])[C:4]([C@H:6]2[CH2:10][CH2:9][CH2:8][N:7]2[C:11]([O:13][CH2:14][C:15]2[CH:16]=[CH:17][CH:18]=[CH:19][CH:20]=2)=[O:12])=[O:5])=[CH:27][CH:26]=1. The yield is 0.210. (4) The reactants are [CH:1]1([N:6]2[C:10]3[N:11]=[C:12]([NH:15][C:16]4[CH:21]=[CH:20][C:19]([N:22]5[CH2:27][CH2:26][N:25]([CH2:28][CH2:29][O:30][Si](C(C)(C)C)(C)C)[CH2:24][CH2:23]5)=[CH:18][N:17]=4)[N:13]=[CH:14][C:9]=3[C:8]3[CH:38]=[CH:39][N:40]=[C:41]([F:42])[C:7]2=3)[CH2:5][CH2:4][CH2:3][CH2:2]1.[F-].C([N+](CCCC)(CCCC)CCCC)CCC.O.[OH-].[Na+]. The catalyst is C1COCC1. The product is [CH:1]1([N:6]2[C:10]3[N:11]=[C:12]([NH:15][C:16]4[N:17]=[CH:18][C:19]([N:22]5[CH2:27][CH2:26][N:25]([CH2:28][CH2:29][OH:30])[CH2:24][CH2:23]5)=[CH:20][CH:21]=4)[N:13]=[CH:14][C:9]=3[C:8]3[CH:38]=[CH:39][N:40]=[C:41]([F:42])[C:7]2=3)[CH2:2][CH2:3][CH2:4][CH2:5]1. The yield is 0.750. (5) The reactants are Cl[C:2]1[C:7]([C:8]2[C:9]([F:15])=[N:10][CH:11]=[C:12]([CH3:14])[CH:13]=2)=[C:6]([N+:16]([O-:18])=[O:17])[C:5]([CH3:19])=[C:4]([C:20]([F:23])([F:22])[F:21])[CH:3]=1.[CH2:24]([S:26]([C:29]1[CH:30]=[C:31](B(O)O)[CH:32]=[CH:33][CH:34]=1)(=[O:28])=[O:27])[CH3:25].C1(P(C2CCCCC2)C2CCCCC2)CCCCC1.C([O-])([O-])=O.[Cs+].[Cs+]. The catalyst is O1CCOCC1. The product is [CH2:24]([S:26]([C:29]1[CH:34]=[C:33]([C:2]2[CH:3]=[C:4]([C:20]([F:23])([F:21])[F:22])[C:5]([CH3:19])=[C:6]([N+:16]([O-:18])=[O:17])[C:7]=2[C:8]2[C:9]([F:15])=[N:10][CH:11]=[C:12]([CH3:14])[CH:13]=2)[CH:32]=[CH:31][CH:30]=1)(=[O:27])=[O:28])[CH3:25]. The yield is 0.780.